Task: Predict which catalyst facilitates the given reaction.. Dataset: Catalyst prediction with 721,799 reactions and 888 catalyst types from USPTO (1) Reactant: [CH2:1]([O:4][C:5]([NH:7][C@H:8]([C:16](=[O:23])[O:17]CC(Cl)(Cl)Cl)[CH2:9][C:10]([O:12][CH2:13][CH:14]=[CH2:15])=[O:11])=[O:6])[CH:2]=[CH2:3]. Product: [CH2:13]([O:12][C:10](=[O:11])[CH2:9][C@H:8]([NH:7][C:5]([O:4][CH2:1][CH:2]=[CH2:3])=[O:6])[C:16]([OH:23])=[O:17])[CH:14]=[CH2:15]. The catalyst class is: 183. (2) Reactant: [Cl:1][C:2]1[C:3]([F:45])=[C:4]([C@@H:8]2[C@:12]([C:15]3[CH:20]=[CH:19][C:18]([Cl:21])=[CH:17][C:16]=3[F:22])([C:13]#[N:14])[C@H:11]([CH2:23][C:24]([CH3:27])([CH3:26])[CH3:25])[NH:10][C@H:9]2[C:28]([NH:30][C:31]2[CH:39]=[CH:38][C:34]([C:35]([OH:37])=[O:36])=[CH:33][C:32]=2[O:40][C:41](F)(F)F)=[O:29])[CH:5]=[CH:6][CH:7]=1.[CH:46]1([CH:50]=O)[CH2:49][CH2:48][CH2:47]1.[CH3:52]C(O)=O. Product: [CH3:52][O:37][C:35](=[O:36])[C:34]1[CH:38]=[CH:39][C:31]([N:30]2[C:28](=[O:29])[C@H:9]3[C@H:8]([C:4]4[CH:5]=[CH:6][CH:7]=[C:2]([Cl:1])[C:3]=4[F:45])[C@:12]([C:15]4[CH:20]=[CH:19][C:18]([Cl:21])=[CH:17][C:16]=4[F:22])([C:13]#[N:14])[C@H:11]([CH2:23][C:24]([CH3:26])([CH3:27])[CH3:25])[N:10]3[C@@H:50]2[CH:46]2[CH2:49][CH2:48][CH2:47]2)=[C:32]([O:40][CH3:41])[CH:33]=1. The catalyst class is: 2. (3) Reactant: [N:1]1C=CC=CC=1C(=O)CC(=O)CC(C1C=CC=CN=1)=O.[N:21]1([C:26]2[CH:31]=[CH:30][N:29]=[C:28]([C:32](=O)[CH2:33][C:34](=[O:49])[CH2:35][C:36]([C:38]3[CH:43]=[C:42]([N:44]4[CH2:48][CH2:47][CH2:46][CH2:45]4)[CH:41]=[CH:40][N:39]=3)=O)[CH:27]=2)[CH2:25][CH2:24][CH2:23][CH2:22]1. Product: [N:21]1([C:26]2[CH:31]=[CH:30][N:29]=[C:28]([C:32]3[NH:1][C:36]([C:38]4[CH:43]=[C:42]([N:44]5[CH2:48][CH2:47][CH2:46][CH2:45]5)[CH:41]=[CH:40][N:39]=4)=[CH:35][C:34](=[O:49])[CH:33]=3)[CH:27]=2)[CH2:25][CH2:24][CH2:23][CH2:22]1. The catalyst class is: 5. (4) Reactant: [CH3:1][N:2]([CH3:45])[CH2:3]/[CH:4]=[CH:5]/[C:6]([N:8]([C@@H:10]([CH3:44])[C:11]([NH:13][CH2:14][CH2:15][CH2:16][C:17]#[C:18][C:19]1[C:20]([NH:40][CH2:41][CH2:42][CH3:43])=[N:21][C:22]([NH:25][C:26]2[CH:34]=[C:33]3[C:29]([CH:30]=[N:31][N:32]3C(OCC)=O)=[CH:28][CH:27]=2)=[N:23][CH:24]=1)=[O:12])[CH3:9])=[O:7].O1CCCC1.[OH-].[Li+].O. Product: [NH:32]1[C:33]2[C:29](=[CH:28][CH:27]=[C:26]([NH:25][C:22]3[N:21]=[C:20]([NH:40][CH2:41][CH2:42][CH3:43])[C:19]([C:18]#[C:17][CH2:16][CH2:15][CH2:14][NH:13][C:11](=[O:12])[C@@H:10]([N:8]([CH3:9])[C:6](=[O:7])/[CH:5]=[CH:4]/[CH2:3][N:2]([CH3:1])[CH3:45])[CH3:44])=[CH:24][N:23]=3)[CH:34]=2)[CH:30]=[N:31]1. The catalyst class is: 13. (5) Reactant: [Cl:1][C:2]1[CH:7]=[C:6]([C:8]2[CH:13]=[N:12][CH:11]=[C:10]([CH3:14])[N:9]=2)[CH:5]=[CH:4][C:3]=1[C:15]1[C:27](=[O:28])[N:26]([CH2:29][CH:30]2[O:35][CH2:34][CH:33]([NH:36][C:37](=[O:43])[O:38][C:39]([CH3:42])([CH3:41])[CH3:40])[CH2:32][O:31]2)[C:18]2[N:19]=[C:20](S(C)=O)[N:21]=[CH:22][C:17]=2[CH:16]=1.[NH3:44].CO. Product: [NH2:44][C:20]1[N:21]=[CH:22][C:17]2[CH:16]=[C:15]([C:3]3[CH:4]=[CH:5][C:6]([C:8]4[CH:13]=[N:12][CH:11]=[C:10]([CH3:14])[N:9]=4)=[CH:7][C:2]=3[Cl:1])[C:27](=[O:28])[N:26]([CH2:29][CH:30]3[O:35][CH2:34][CH:33]([NH:36][C:37](=[O:43])[O:38][C:39]([CH3:42])([CH3:41])[CH3:40])[CH2:32][O:31]3)[C:18]=2[N:19]=1. The catalyst class is: 1.